Dataset: Reaction yield outcomes from USPTO patents with 853,638 reactions. Task: Predict the reaction yield, written as a fraction of the theoretical maximum amount of product (1.0 means a 100% yield; for example, 0.34 means a 34% yield). The reactants are [C:1]([C:5]1[CH:10]=[CH:9][CH:8]=[CH:7][C:6]=1[S:11][CH2:12][C:13](Cl)=C)([CH3:4])([CH3:3])[CH3:2].[C:16]1(N(CC)CC)C=CC=CC=1. The catalyst is CCOC(C)=O. The product is [C:1]([C:5]1[C:6]2[S:11][C:12]([CH3:13])=[CH:16][C:7]=2[CH:8]=[CH:9][CH:10]=1)([CH3:2])([CH3:3])[CH3:4]. The yield is 0.980.